This data is from Forward reaction prediction with 1.9M reactions from USPTO patents (1976-2016). The task is: Predict the product of the given reaction. (1) Given the reactants [NH2:1][C:2]1[CH:7]=[CH:6][N:5]=[C:4]([NH:8][C@H:9]([C:11]2[C:12](=[O:22])[NH:13][C:14]3[C:19]([CH:20]=2)=[CH:18][C:17]([Cl:21])=[CH:16][CH:15]=3)[CH3:10])[C:3]=1[F:23].[C:24](OC(=O)C)(=[O:26])[CH3:25].CCN(C(C)C)C(C)C.CN(C=O)C, predict the reaction product. The product is: [Cl:21][C:17]1[CH:18]=[C:19]2[C:14](=[CH:15][CH:16]=1)[NH:13][C:12](=[O:22])[C:11]([C@@H:9]([NH:8][C:4]1[C:3]([F:23])=[C:2]([NH:1][C:24](=[O:26])[CH3:25])[CH:7]=[CH:6][N:5]=1)[CH3:10])=[CH:20]2. (2) The product is: [Cl:1][CH:2]([Cl:6])[C:3](=[O:4])/[C:13](/[Cl:14])=[CH:12]/[Cl:11]. Given the reactants [Cl:1][CH:2]([Cl:6])[C:3](Cl)=[O:4].[Al+3].[Cl-].[Cl-].[Cl-].[Cl:11][CH:12]=[CH:13][Cl:14], predict the reaction product. (3) Given the reactants Cl[C:2]1[N:3]=[N:4][CH:5]=[C:6](Cl)[C:7]=1[Cl:8].FC(F)(F)C([O-])=O.[N:17]1[CH:22]=[CH:21][CH:20]=[C:19]([CH:23]2[CH2:28][CH2:27][NH2+:26][CH2:25][CH2:24]2)[CH:18]=1.C(=O)([O-])[O-].[K+].[K+].[NH2:35][NH2:36], predict the reaction product. The product is: [Cl:8][C:7]1[C:6]([N:26]2[CH2:27][CH2:28][CH:23]([C:19]3[CH:18]=[N:17][CH:22]=[CH:21][CH:20]=3)[CH2:24][CH2:25]2)=[CH:5][N:4]=[N:3][C:2]=1[NH:35][NH2:36]. (4) Given the reactants [CH2:1]([O:3][C:4](=[O:42])[CH2:5][C:6]1[CH:11]=[CH:10][CH:9]=[C:8]([O:12][C:13]2[CH:18]=[CH:17][C:16](B3OC(C)(C)C(C)(C)O3)=[CH:15][C:14]=2[CH2:28][N:29]2[C@@H:33]([CH3:34])[C@@H:32]([C:35]3[CH:40]=[CH:39][CH:38]=[CH:37][CH:36]=3)[O:31][C:30]2=[O:41])[CH:7]=1)[CH3:2].Br[C:44]1[S:45][CH:46]=[CH:47][N:48]=1, predict the reaction product. The product is: [CH2:1]([O:3][C:4](=[O:42])[CH2:5][C:6]1[CH:11]=[CH:10][CH:9]=[C:8]([O:12][C:13]2[CH:18]=[CH:17][C:16]([C:44]3[S:45][CH:46]=[CH:47][N:48]=3)=[CH:15][C:14]=2[CH2:28][N:29]2[C@@H:33]([CH3:34])[C@@H:32]([C:35]3[CH:40]=[CH:39][CH:38]=[CH:37][CH:36]=3)[O:31][C:30]2=[O:41])[CH:7]=1)[CH3:2]. (5) Given the reactants [F:1][C:2]1[CH:11]=[CH:10][C:9]([O:12][CH3:13])=[C:8]2[C:3]=1[CH2:4][CH2:5][C:6](=O)[CH2:7]2.[F:15][C:16]1[CH:17]=[C:18]2[C:22](=[CH:23][CH:24]=1)[NH:21][CH:20]=[C:19]2[CH2:25][CH2:26][CH2:27][NH2:28].C(O)(=O)C.C(O[BH-](OC(=O)C)OC(=O)C)(=O)C.[Na+], predict the reaction product. The product is: [F:15][C:16]1[CH:17]=[C:18]2[C:22](=[CH:23][CH:24]=1)[NH:21][CH:20]=[C:19]2[CH2:25][CH2:26][CH2:27][NH:28][CH:6]1[CH2:5][CH2:4][C:3]2[C:8](=[C:9]([O:12][CH3:13])[CH:10]=[CH:11][C:2]=2[F:1])[CH2:7]1. (6) Given the reactants C(CN)O.[Cl:5][C:6]1[O:10][C:9]([CH:11]2[C:16]3=[C:17]4[N:29]([CH3:30])[C:28](=[O:31])[N:27]([CH3:32])[C:26](=[O:33])[C:18]4=[C:19]([C:20]4[S:21][CH:22]=[C:23]([CH3:25])[N:24]=4)[N:15]3[CH2:14][CH:13]([CH2:34][N:35]3C(=O)C4C(=CC=CC=4)C3=O)[S:12]2)=[CH:8][CH:7]=1, predict the reaction product. The product is: [NH2:35][CH2:34][CH:13]1[S:12][CH:11]([C:9]2[O:10][C:6]([Cl:5])=[CH:7][CH:8]=2)[C:16]2=[C:17]3[N:29]([CH3:30])[C:28](=[O:31])[N:27]([CH3:32])[C:26](=[O:33])[C:18]3=[C:19]([C:20]3[S:21][CH:22]=[C:23]([CH3:25])[N:24]=3)[N:15]2[CH2:14]1. (7) Given the reactants [Cl:1][C:2]1[CH:3]=[C:4]([CH:14]=[CH:15][C:16]=1[Cl:17])[CH2:5][N:6]1[CH2:11][CH2:10][O:9][C@@H:8]([CH2:12][NH2:13])[CH2:7]1.[CH3:18][S:19]([C:22]1[CH:27]=[CH:26][C:25]([CH2:28][C:29](O)=[O:30])=[CH:24][CH:23]=1)(=[O:21])=[O:20], predict the reaction product. The product is: [Cl:1][C:2]1[CH:3]=[C:4]([CH:14]=[CH:15][C:16]=1[Cl:17])[CH2:5][N:6]1[CH2:11][CH2:10][O:9][C@@H:8]([CH2:12][NH:13][C:29](=[O:30])[CH2:28][C:25]2[CH:24]=[CH:23][C:22]([S:19]([CH3:18])(=[O:20])=[O:21])=[CH:27][CH:26]=2)[CH2:7]1.